This data is from Forward reaction prediction with 1.9M reactions from USPTO patents (1976-2016). The task is: Predict the product of the given reaction. (1) Given the reactants Cl[C:2]1[N:3]=[C:4]([NH:12][C:13]2[NH:17][N:16]=[C:15]([CH3:18])[CH:14]=2)[C:5]2[CH:11]=[CH:10][CH:9]=[N:8][C:6]=2[N:7]=1.[CH2:19]1[C:22]2([CH2:27][CH2:26][N:25]([C:28]([O:30][C:31]([CH3:34])([CH3:33])[CH3:32])=[O:29])[CH2:24][CH2:23]2)[CH2:21][NH:20]1.C(N(CC)C(C)C)(C)C, predict the reaction product. The product is: [C:31]([O:30][C:28]([N:25]1[CH2:24][CH2:23][C:22]2([CH2:21][N:20]([C:2]3[N:3]=[C:4]([NH:12][C:13]4[NH:17][N:16]=[C:15]([CH3:18])[CH:14]=4)[C:5]4[CH:11]=[CH:10][CH:9]=[N:8][C:6]=4[N:7]=3)[CH2:19]2)[CH2:27][CH2:26]1)=[O:29])([CH3:34])([CH3:32])[CH3:33]. (2) Given the reactants [CH3:1][O:2][C:3]([C:5]1([NH:13][C:14](=[O:24])[CH2:15][C:16]2[CH:21]=[C:20](Br)[CH:19]=[CH:18][C:17]=2[CH3:23])[CH2:10][CH2:9][N:8]([O:11][CH3:12])[CH2:7][CH2:6]1)=[O:4].C([Sn](CCCC)(CCCC)[C:30]([O:32]CC)=[CH2:31])CCC, predict the reaction product. The product is: [CH3:1][O:2][C:3]([C:5]1([NH:13][C:14](=[O:24])[CH2:15][C:16]2[CH:21]=[C:20]([C:30](=[O:32])[CH3:31])[CH:19]=[CH:18][C:17]=2[CH3:23])[CH2:10][CH2:9][N:8]([O:11][CH3:12])[CH2:7][CH2:6]1)=[O:4]. (3) Given the reactants [CH3:1][O:2][C:3]1[N:8]=[CH:7][C:6]([C:9]2[N:10]=[C:11]([CH2:28][S:29][C:30]3[CH:35]=[CH:34][CH:33]=[CH:32][N:31]=3)[O:12][C:13]=2[C:14]2[CH:27]=[CH:26][C:17]([O:18][CH2:19][CH2:20][NH:21][S:22]([CH3:25])(=[O:24])=[O:23])=[CH:16][CH:15]=2)=[CH:5][CH:4]=1.[CH3:36][S:37]([OH:40])(=[O:39])=[O:38], predict the reaction product. The product is: [CH3:36][S:37]([OH:40])(=[O:39])=[O:38].[CH3:1][O:2][C:3]1[N:8]=[CH:7][C:6]([C:9]2[N:10]=[C:11]([CH2:28][S:29][C:30]3[CH:35]=[CH:34][CH:33]=[CH:32][N:31]=3)[O:12][C:13]=2[C:14]2[CH:15]=[CH:16][C:17]([O:18][CH2:19][CH2:20][NH:21][S:22]([CH3:25])(=[O:23])=[O:24])=[CH:26][CH:27]=2)=[CH:5][CH:4]=1. (4) Given the reactants [CH3:1][O:2][CH2:3][CH2:4][O:5][C:6]1[CH:11]=[CH:10][C:9]([C:12]2[O:36][C:15]3[N:16]=[CH:17][N:18]=[C:19]([NH:20][CH2:21][CH2:22][N:23]4[CH2:28][CH2:27][N:26](C(OC(C)(C)C)=O)[CH2:25][CH2:24]4)[C:14]=3[C:13]=2[C:37]2[CH:42]=[CH:41][CH:40]=[CH:39][CH:38]=2)=[CH:8][CH:7]=1.N#N.C(O)(C(F)(F)F)=O, predict the reaction product. The product is: [CH3:1][O:2][CH2:3][CH2:4][O:5][C:6]1[CH:7]=[CH:8][C:9]([C:12]2[O:36][C:15]3[N:16]=[CH:17][N:18]=[C:19]([NH:20][CH2:21][CH2:22][N:23]4[CH2:24][CH2:25][NH:26][CH2:27][CH2:28]4)[C:14]=3[C:13]=2[C:37]2[CH:38]=[CH:39][CH:40]=[CH:41][CH:42]=2)=[CH:10][CH:11]=1. (5) Given the reactants [NH2:1][C:2]1[CH:7]=[CH:6][C:5]([CH2:8][C:9]([O:11][CH2:12][CH3:13])=[O:10])=[CH:4][CH:3]=1.[Br:14]N1C(=O)CCC1=O, predict the reaction product. The product is: [CH2:12]([O:11][C:9](=[O:10])[CH2:8][C:5]1[CH:4]=[CH:3][C:2]([NH2:1])=[C:7]([Br:14])[CH:6]=1)[CH3:13]. (6) Given the reactants C(OC(=O)C([S:7][C:8]1[S:12][C:11]([NH:13][C:14]([N:16]([CH2:26][CH:27]2[CH2:31][CH2:30][CH2:29][CH2:28]2)[C:17]2[CH:22]=[CH:21][CH:20]=[C:19]([C:23](=[O:25])[NH2:24])[CH:18]=2)=[O:15])=[N:10][CH:9]=1)C)C.C1(CN(C2C=CC(S(C)(=O)=O)=CC=2)C(=O)NC2SC=[C:45]([CH2:47][C:48]([OH:50])=[O:49])N=2)CCCC1.C1(CNC2C=C(C=CC=2)C(N)=O)CCCC1.C(OC(=O)C(SC1SC(N)=NC=1)C)C, predict the reaction product. The product is: [C:23]([C:19]1[CH:18]=[C:17]([N:16]([CH2:26][CH:27]2[CH2:28][CH2:29][CH2:30][CH2:31]2)[C:14](=[O:15])[NH:13][C:11]2[S:12][C:8]([S:7][CH2:45][CH2:47][C:48]([OH:50])=[O:49])=[CH:9][N:10]=2)[CH:22]=[CH:21][CH:20]=1)(=[O:25])[NH2:24]. (7) Given the reactants [CH2:1]([CH:3]([CH2:9][CH3:10])[CH2:4][CH2:5][C:6]([OH:8])=O)[CH3:2].[NH:11]1[CH2:16][CH2:15][CH2:14][CH2:13][CH2:12]1.C1C=CC2N(O)N=NC=2C=1.CCN=C=NCCCN(C)C.Cl.Cl, predict the reaction product. The product is: [CH2:9]([CH:3]([CH2:1][CH3:2])[CH2:4][CH2:5][C:6]([N:11]1[CH2:16][CH2:15][CH2:14][CH2:13][CH2:12]1)=[O:8])[CH3:10].